This data is from NCI-60 drug combinations with 297,098 pairs across 59 cell lines. The task is: Regression. Given two drug SMILES strings and cell line genomic features, predict the synergy score measuring deviation from expected non-interaction effect. (1) Drug 1: C1CN1P(=S)(N2CC2)N3CC3. Drug 2: C(CN)CNCCSP(=O)(O)O. Cell line: RPMI-8226. Synergy scores: CSS=28.1, Synergy_ZIP=-2.69, Synergy_Bliss=4.06, Synergy_Loewe=-41.4, Synergy_HSA=3.20. (2) Drug 1: CC(CN1CC(=O)NC(=O)C1)N2CC(=O)NC(=O)C2. Drug 2: CCC1(C2=C(COC1=O)C(=O)N3CC4=CC5=C(C=CC(=C5CN(C)C)O)N=C4C3=C2)O.Cl. Cell line: SK-MEL-5. Synergy scores: CSS=28.4, Synergy_ZIP=-6.38, Synergy_Bliss=2.37, Synergy_Loewe=-1.77, Synergy_HSA=3.08. (3) Drug 1: C(=O)(N)NO. Drug 2: C1=NC2=C(N1)C(=S)N=CN2. Cell line: HOP-62. Synergy scores: CSS=34.4, Synergy_ZIP=-0.193, Synergy_Bliss=-3.04, Synergy_Loewe=-14.3, Synergy_HSA=-0.362. (4) Drug 1: C1=C(C(=O)NC(=O)N1)F. Drug 2: C1=NC2=C(N=C(N=C2N1C3C(C(C(O3)CO)O)O)F)N. Cell line: PC-3. Synergy scores: CSS=31.8, Synergy_ZIP=-4.55, Synergy_Bliss=-5.38, Synergy_Loewe=-3.16, Synergy_HSA=-2.38. (5) Drug 1: C1=NC2=C(N=C(N=C2N1C3C(C(C(O3)CO)O)F)Cl)N. Drug 2: B(C(CC(C)C)NC(=O)C(CC1=CC=CC=C1)NC(=O)C2=NC=CN=C2)(O)O. Cell line: SNB-19. Synergy scores: CSS=47.2, Synergy_ZIP=-2.74, Synergy_Bliss=-2.02, Synergy_Loewe=3.20, Synergy_HSA=4.75. (6) Drug 1: CS(=O)(=O)C1=CC(=C(C=C1)C(=O)NC2=CC(=C(C=C2)Cl)C3=CC=CC=N3)Cl. Drug 2: CC1OCC2C(O1)C(C(C(O2)OC3C4COC(=O)C4C(C5=CC6=C(C=C35)OCO6)C7=CC(=C(C(=C7)OC)O)OC)O)O. Cell line: SK-OV-3. Synergy scores: CSS=10.6, Synergy_ZIP=-4.10, Synergy_Bliss=1.80, Synergy_Loewe=-6.16, Synergy_HSA=1.89. (7) Drug 1: CC1C(C(CC(O1)OC2CC(CC3=C2C(=C4C(=C3O)C(=O)C5=C(C4=O)C(=CC=C5)OC)O)(C(=O)CO)O)N)O.Cl. Drug 2: CN(C)N=NC1=C(NC=N1)C(=O)N. Cell line: HS 578T. Synergy scores: CSS=4.81, Synergy_ZIP=-5.30, Synergy_Bliss=-4.52, Synergy_Loewe=-7.30, Synergy_HSA=-2.49. (8) Drug 1: CC1CCC2CC(C(=CC=CC=CC(CC(C(=O)C(C(C(=CC(C(=O)CC(OC(=O)C3CCCCN3C(=O)C(=O)C1(O2)O)C(C)CC4CCC(C(C4)OC)O)C)C)O)OC)C)C)C)OC. Synergy scores: CSS=46.2, Synergy_ZIP=7.80, Synergy_Bliss=10.9, Synergy_Loewe=11.5, Synergy_HSA=12.2. Drug 2: CC1C(C(CC(O1)OC2CC(CC3=C2C(=C4C(=C3O)C(=O)C5=C(C4=O)C(=CC=C5)OC)O)(C(=O)CO)O)N)O.Cl. Cell line: A498. (9) Drug 1: CC12CCC3C(C1CCC2OP(=O)(O)O)CCC4=C3C=CC(=C4)OC(=O)N(CCCl)CCCl.[Na+]. Drug 2: CC1C(C(CC(O1)OC2CC(CC3=C2C(=C4C(=C3O)C(=O)C5=CC=CC=C5C4=O)O)(C(=O)C)O)N)O. Cell line: KM12. Synergy scores: CSS=47.2, Synergy_ZIP=6.21, Synergy_Bliss=7.51, Synergy_Loewe=-16.8, Synergy_HSA=8.93.